This data is from Full USPTO retrosynthesis dataset with 1.9M reactions from patents (1976-2016). The task is: Predict the reactants needed to synthesize the given product. (1) Given the product [N+:1]([C:4]1[CH:5]=[CH:6][C:7]([O:10][C:11]2[CH:12]=[C:13]3[C:18](=[CH:19][CH:20]=2)[O:17][CH:16]([C:21]2[CH:22]=[CH:23][CH:24]=[CH:25][CH:26]=2)[CH2:15][C:14]3=[O:27])=[N:8][CH:9]=1)([O-:3])=[O:2], predict the reactants needed to synthesize it. The reactants are: [N+:1]([C:4]1[CH:5]=[CH:6][C:7]([O:10][C:11]2[CH:12]=[C:13]3[C:18](=[CH:19][CH:20]=2)[O:17][CH:16]([C:21]2[CH:26]=[CH:25][CH:24]=[CH:23][CH:22]=2)[CH2:15][CH2:14]3)=[N:8][CH:9]=1)([O-:3])=[O:2].[OH:27]C1C=C2C(=CC=1)OC(C1C=CC=CC=1)CC2=O. (2) The reactants are: [C:1]([OH:7])([C:3]([F:6])([F:5])[F:4])=[O:2].C(OC([NH:15][C@@H:16]([CH2:45][C:46]1[CH:47]=[N:48][C:49]([C:52]([F:55])([F:54])[CH3:53])=[CH:50][CH:51]=1)[CH2:17][N:18]([C:26]1[S:27][C:28]([C:34]2[CH:35]=[C:36]3[C:41](=[CH:42][CH:43]=2)[CH:40]=[N:39][C:38]([F:44])=[CH:37]3)=[C:29]([CH2:31][O:32][CH3:33])[N:30]=1)C(=O)OC(C)(C)C)=O)(C)(C)C. Given the product [F:4][C:3]([F:6])([F:5])[C:1]([OH:7])=[O:2].[NH2:15][C@@H:16]([CH2:45][C:46]1[CH:47]=[N:48][C:49]([C:52]([F:54])([F:55])[CH3:53])=[CH:50][CH:51]=1)[CH2:17][NH:18][C:26]1[S:27][C:28]([C:34]2[CH:35]=[C:36]3[C:41](=[CH:42][CH:43]=2)[CH:40]=[N:39][C:38]([F:44])=[CH:37]3)=[C:29]([CH2:31][O:32][CH3:33])[N:30]=1, predict the reactants needed to synthesize it. (3) Given the product [CH3:39][O:40][C:41](=[O:42])[NH:43][C@@H:44]([C:48]([CH3:50])([CH3:49])[CH3:51])[C:45](=[O:46])[NH:1][C@@H:2]([CH2:32][C:33]1[CH:34]=[CH:35][CH:36]=[CH:37][CH:38]=1)[C@@H:3]([OH:31])[CH2:4][C@H:5]([CH2:6][C:7]1[CH:12]=[CH:11][C:10]([C:13]2[S:14][CH:15]=[CH:16][N:17]=2)=[CH:9][CH:8]=1)[NH:18][C:19](=[O:30])[C@H:20]([C:26]([CH3:29])([CH3:28])[CH3:27])[NH:21][C:22](=[O:23])[O:24][CH3:25], predict the reactants needed to synthesize it. The reactants are: [NH2:1][C@@H:2]([CH2:32][C:33]1[CH:38]=[CH:37][CH:36]=[CH:35][CH:34]=1)[C@@H:3]([OH:31])[CH2:4][C@@H:5]([NH:18][C:19](=[O:30])[C@H:20]([C:26]([CH3:29])([CH3:28])[CH3:27])[NH:21][C:22]([O:24][CH3:25])=[O:23])[CH2:6][C:7]1[CH:12]=[CH:11][C:10]([C:13]2[S:14][CH:15]=[CH:16][N:17]=2)=[CH:9][CH:8]=1.[CH3:39][O:40][C:41]([NH:43][C@@H:44]([C:48]([CH3:51])([CH3:50])[CH3:49])[C:45](O)=[O:46])=[O:42].CCOP(ON1N=NC2C=CC=CC=2C1=O)(OCC)=O.C(N(CC)C(C)C)(C)C. (4) Given the product [Cl:10][C:9]1[CH:8]=[CH:7][N:6]=[C:5]2[NH:1][CH:2]=[CH:3][C:4]=12, predict the reactants needed to synthesize it. The reactants are: [NH:1]1[C:5]2=[N:6][CH:7]=[CH:8][CH:9]=[C:4]2[CH:3]=[CH:2]1.[Cl:10]C1C=CC=C(C(OO)=O)C=1.Cl.CS(Cl)(=O)=O.Cl.N1C2=[N+]([O-])C=CC=C2C=C1.C(=O)([O-])O.[Na+].